This data is from Full USPTO retrosynthesis dataset with 1.9M reactions from patents (1976-2016). The task is: Predict the reactants needed to synthesize the given product. Given the product [N:7]1([CH2:13][CH2:14][CH2:15][C:16]2[CH:17]=[C:18]([NH2:22])[CH:19]=[CH:20][CH:21]=2)[CH2:12][CH2:11][O:10][CH2:9][CH2:8]1, predict the reactants needed to synthesize it. The reactants are: [H-].[Al+3].[Li+].[H-].[H-].[H-].[N:7]1([C:13](=O)[CH2:14][CH2:15][C:16]2[CH:17]=[C:18]([NH2:22])[CH:19]=[CH:20][CH:21]=2)[CH2:12][CH2:11][O:10][CH2:9][CH2:8]1.